From a dataset of Reaction yield outcomes from USPTO patents with 853,638 reactions. Predict the reaction yield, written as a fraction of the theoretical maximum amount of product (1.0 means a 100% yield; for example, 0.34 means a 34% yield). The reactants are Cl[C:2]1[N:12]=[C:11]2[C:5]([NH:6][C:7](=[O:20])[C:8]([CH3:19])([CH3:18])[CH2:9][N:10]2[CH:13]2[CH2:17][CH2:16][CH2:15][CH2:14]2)=[CH:4][N:3]=1.[NH2:21][C:22]1[CH:40]=[CH:39][C:25]([C:26]([NH:28][CH:29]2[CH2:36][C@H:35]3[N:37]([CH3:38])[C@H:31]([CH2:32][CH2:33][CH2:34]3)[CH2:30]2)=[O:27])=[CH:24][C:23]=1[O:41][CH3:42].O.C1(C)C=CC(S(O)(=O)=O)=CC=1. The catalyst is CC(C)CC(O)C.CO.O. The product is [CH:13]1([N:10]2[CH2:9][C:8]([CH3:19])([CH3:18])[C:7](=[O:20])[NH:6][C:5]3[C:11]2=[N:12][C:2]([NH:21][C:22]2[CH:40]=[CH:39][C:25]([C:26]([NH:28][CH:29]4[CH2:36][C@H:35]5[N:37]([CH3:38])[C@H:31]([CH2:32][CH2:33][CH2:34]5)[CH2:30]4)=[O:27])=[CH:24][C:23]=2[O:41][CH3:42])=[N:3][CH:4]=3)[CH2:17][CH2:16][CH2:15][CH2:14]1. The yield is 0.540.